This data is from Buchwald-Hartwig C-N cross coupling reaction yields with 55,370 reactions. The task is: Predict the reaction yield, written as a fraction of the theoretical maximum amount of product (1.0 means a 100% yield; for example, 0.34 means a 34% yield). (1) The reactants are Ic1ccccn1.Cc1ccc(N)cc1.O=S(=O)(O[Pd]1c2ccccc2-c2ccccc2N~1)C(F)(F)F.COc1ccc(OC)c(P([C@]23C[C@H]4C[C@H](C[C@H](C4)C2)C3)[C@]23C[C@H]4C[C@H](C[C@H](C4)C2)C3)c1-c1c(C(C)C)cc(C(C)C)cc1C(C)C.CN(C)C(=NC(C)(C)C)N(C)C.c1ccc(CN(Cc2ccccc2)c2ccon2)cc1. No catalyst specified. The product is Cc1ccc(Nc2ccccn2)cc1. The yield is 0.478. (2) The reactants are Brc1cccnc1.Cc1ccc(N)cc1.O=S(=O)(O[Pd]1c2ccccc2-c2ccccc2N~1)C(F)(F)F.CC(C)c1cc(C(C)C)c(-c2ccccc2P(C2CCCCC2)C2CCCCC2)c(C(C)C)c1.CN1CCCN2CCCN=C12.Fc1cccc(F)c1-c1ccno1. No catalyst specified. The product is Cc1ccc(Nc2cccnc2)cc1. The yield is 0.111. (3) The reactants are FC(F)(F)c1ccc(Cl)cc1.Cc1ccc(N)cc1.O=S(=O)(O[Pd]1c2ccccc2-c2ccccc2N~1)C(F)(F)F.CC(C)c1cc(C(C)C)c(-c2ccccc2P(C(C)(C)C)C(C)(C)C)c(C(C)C)c1.CN1CCCN2CCCN=C12.COC(=O)c1ccno1. No catalyst specified. The product is Cc1ccc(Nc2ccc(C(F)(F)F)cc2)cc1. The yield is 0.140. (4) The reactants are Clc1cccnc1.Cc1ccc(N)cc1.O=S(=O)(O[Pd]1c2ccccc2-c2ccccc2N~1)C(F)(F)F.CC(C)c1cc(C(C)C)c(-c2ccccc2P(C(C)(C)C)C(C)(C)C)c(C(C)C)c1.CCN=P(N=P(N(C)C)(N(C)C)N(C)C)(N(C)C)N(C)C.CCOC(=O)c1cc(OC)no1. No catalyst specified. The product is Cc1ccc(Nc2cccnc2)cc1. The yield is 0.273.